From a dataset of Catalyst prediction with 721,799 reactions and 888 catalyst types from USPTO. Predict which catalyst facilitates the given reaction. (1) Product: [O:32]=[C:9]1[N:10]([CH2:19][C:20]2[C:28]3[C:23](=[CH:24][C:25]([CH3:30])=[CH:26][C:27]=3[CH3:29])[N:22]([CH3:31])[CH:21]=2)[C:11]2[CH:18]=[CH:17][CH:16]=[N:15][C:12]=2[C:13](=[O:14])[N:8]1[C@H:5]([CH2:6][CH3:7])[CH2:4][C:3]([OH:33])=[O:2]. The catalyst class is: 127. Reactant: C[O:2][C:3](=[O:33])[CH2:4][C@H:5]([N:8]1[C:13](=[O:14])[C:12]2[N:15]=[CH:16][CH:17]=[CH:18][C:11]=2[N:10]([CH2:19][C:20]2[C:28]3[C:23](=[CH:24][C:25]([CH3:30])=[CH:26][C:27]=3[CH3:29])[N:22]([CH3:31])[CH:21]=2)[C:9]1=[O:32])[CH2:6][CH3:7].O.[OH-].[Li+].C(O)(=O)C. (2) Reactant: [CH2:1]([O:8][C:9]1[C:10]([F:33])=[C:11]([CH:16]([C:18]2[C:26]3[C:21](=[N:22][CH:23]=[C:24]([C:27]4[CH:28]=[N:29][CH:30]=[CH:31][CH:32]=4)[CH:25]=3)[NH:20][CH:19]=2)O)[C:12]([F:15])=[CH:13][CH:14]=1)[C:2]1[CH:7]=[CH:6][CH:5]=[CH:4][CH:3]=1.FC(F)(F)C(O)=O.C([SiH](CC)CC)C.C(=O)([O-])[O-].[K+].[K+]. Product: [CH2:1]([O:8][C:9]1[C:10]([F:33])=[C:11]([C:12]([F:15])=[CH:13][CH:14]=1)[CH2:16][C:18]1[C:26]2[C:21](=[N:22][CH:23]=[C:24]([C:27]3[CH:28]=[N:29][CH:30]=[CH:31][CH:32]=3)[CH:25]=2)[NH:20][CH:19]=1)[C:2]1[CH:7]=[CH:6][CH:5]=[CH:4][CH:3]=1. The catalyst class is: 47. (3) Product: [Br:45][CH2:2][C:29]1[C:22]2[S:21][CH:25]=[CH:24][C:23]=2[C:26]([O:30][CH2:31][CH2:32][C:33]2[N:34]=[C:35]([C:39]3[CH:44]=[CH:43][CH:42]=[CH:41][CH:40]=3)[O:36][C:37]=2[CH3:38])=[CH:27][CH:28]=1. Reactant: B(O)(O)[C@H:2]1N(C([C@@H](N)C(C)C)=O)CCC1.CS(O)(=O)=O.[S:21]1[CH:25]=[CH:24][C:23]2[C:26]([O:30][CH2:31][CH2:32][C:33]3[N:34]=[C:35]([C:39]4[CH:44]=[CH:43][CH:42]=[CH:41][CH:40]=4)[O:36][C:37]=3[CH3:38])=[CH:27][CH:28]=[CH:29][C:22]1=2.[BrH:45].O1CCCOO1. The catalyst class is: 4.